Binary Classification. Given a drug SMILES string, predict its activity (active/inactive) in a high-throughput screening assay against a specified biological target. From a dataset of Tyrosyl-DNA phosphodiesterase HTS with 341,365 compounds. (1) The compound is Clc1cc(Nc2sc(c(N)c2C(=O)Nc2ccccc2)C(=O)c2ccccc2)ccc1Cl. The result is 0 (inactive). (2) The result is 0 (inactive). The molecule is o1c2c(nc1c1cc(N)ccc1)cc(cc2)C. (3) The compound is Fc1ccc(CNC(=O)N2C3CCC2C(=C(C3)c2cc(OC)c(OC)cc2)C(OC)=O)cc1. The result is 0 (inactive). (4) The compound is Clc1cc(NC2=NCCC2)ccc1Cl. The result is 0 (inactive). (5) The compound is s1c(nc(COC(=O)CNC(=O)c2c(OCC)cccc2)c1)CC(=O)Nc1ccc(cc1)C. The result is 0 (inactive). (6) The molecule is Fc1cc(C2(NC(=O)C)CCN(CC2)CC(=O)NC2CCCCC2)ccc1. The result is 0 (inactive). (7) The molecule is s1c(C(N2CCCCC2)c2ccc(cc2)C)c(O)n2nc(nc12)c1occc1. The result is 0 (inactive).